Dataset: Reaction yield outcomes from USPTO patents with 853,638 reactions. Task: Predict the reaction yield, written as a fraction of the theoretical maximum amount of product (1.0 means a 100% yield; for example, 0.34 means a 34% yield). (1) The reactants are [CH3:1][N:2]([CH3:22])[CH:3]1[CH2:7][CH2:6][N:5]([C:8]2[N:13]=[CH:12][C:11]([N:14]3[CH:19]=[CH:18][C:17]([OH:20])=[CH:16][C:15]3=[O:21])=[CH:10][CH:9]=2)[CH2:4]1.C1(P(C2C=CC=CC=2)C2C=CC=CC=2)C=CC=CC=1.[F:42][C:43]1[C:44]([CH2:50]O)=[N:45][CH:46]=[C:47]([F:49])[CH:48]=1.N(/C(OC(C)(C)C)=O)=N\C(OC(C)(C)C)=O.C([O-])(O)=O.[Na+]. The catalyst is ClCCl. The product is [F:42][C:43]1[C:44]([CH2:50][O:20][C:17]2[CH:18]=[CH:19][N:14]([C:11]3[CH:12]=[N:13][C:8]([N:5]4[CH2:6][CH2:7][CH:3]([N:2]([CH3:22])[CH3:1])[CH2:4]4)=[CH:9][CH:10]=3)[C:15](=[O:21])[CH:16]=2)=[N:45][CH:46]=[C:47]([F:49])[CH:48]=1. The yield is 0.450. (2) The reactants are Cl.[CH2:2]1[C:7]2([CH2:12][CH2:11][NH:10][CH2:9][CH2:8]2)[CH2:6][CH2:5][N:4]([C:13](OC(C)(C)C)=O)[CH2:3]1.[CH3:20][C:21]1([CH3:32])[CH2:25][C:24]2[CH:26]=[CH:27][CH:28]=[C:29](C=O)[C:23]=2[O:22]1.C(O[BH-](OC(=O)C)OC(=O)C)(=O)C.[Na+]. The catalyst is C(#N)C. The product is [CH3:20][C:21]1([CH3:32])[CH2:25][C:24]2[CH:26]=[CH:27][CH:28]=[C:29]([CH2:13][N:4]3[CH2:3][CH2:2][C:7]4([CH2:8][CH2:9][NH:10][CH2:11][CH2:12]4)[CH2:6][CH2:5]3)[C:23]=2[O:22]1. The yield is 0.710.